The task is: Predict the product of the given reaction.. This data is from Forward reaction prediction with 1.9M reactions from USPTO patents (1976-2016). (1) Given the reactants C(N(CC)CC)C.[C:8]([O:11][CH2:12][C:13]([CH3:43])([CH3:42])[CH2:14][N:15]1[C:21]2[CH:22]=[CH:23][C:24]([Cl:26])=[CH:25][C:20]=2[C@@H:19]([C:27]2[CH:32]=[CH:31][CH:30]=[C:29]([O:33][CH3:34])[C:28]=2[O:35][CH3:36])[O:18][C@H:17]([CH2:37][C:38](O)=[O:39])[C:16]1=[O:41])(=[O:10])[CH3:9].ClC(OCC(C)C)=O.Cl.[NH2:53][C:54]1[CH:59]=[CH:58][C:57]([O:60][CH2:61][C:62]([O:64][CH3:65])=[O:63])=[CH:56][C:55]=1[F:66].N1C=CC=CC=1.Cl, predict the reaction product. The product is: [C:8]([O:11][CH2:12][C:13]([CH3:43])([CH3:42])[CH2:14][N:15]1[C:21]2[CH:22]=[CH:23][C:24]([Cl:26])=[CH:25][C:20]=2[C@@H:19]([C:27]2[CH:32]=[CH:31][CH:30]=[C:29]([O:33][CH3:34])[C:28]=2[O:35][CH3:36])[O:18][C@H:17]([CH2:37][C:38]([NH:53][C:54]2[CH:59]=[CH:58][C:57]([O:60][CH2:61][C:62]([O:64][CH3:65])=[O:63])=[CH:56][C:55]=2[F:66])=[O:39])[C:16]1=[O:41])(=[O:10])[CH3:9]. (2) Given the reactants Br[C:2]1[CH:3]=[C:4]2[C:11]([C:12]([NH:14][CH3:15])=[O:13])=[C:10]([C:16]3[CH:21]=[CH:20][C:19]([F:22])=[CH:18][CH:17]=3)[O:9][C:5]2=[N:6][C:7]=1[Cl:8].[CH3:23][O:24][C:25]1[N:34]=[CH:33][C:32](B2OC(C)(C)C(C)(C)O2)=[CH:31][C:26]=1[C:27]([O:29][CH3:30])=[O:28].C(=O)([O-])[O-].[Cs+].[Cs+].N#N, predict the reaction product. The product is: [Cl:8][C:7]1[N:6]=[C:5]2[O:9][C:10]([C:16]3[CH:21]=[CH:20][C:19]([F:22])=[CH:18][CH:17]=3)=[C:11]([C:12](=[O:13])[NH:14][CH3:15])[C:4]2=[CH:3][C:2]=1[C:32]1[CH:33]=[N:34][C:25]([O:24][CH3:23])=[C:26]([CH:31]=1)[C:27]([O:29][CH3:30])=[O:28].